Dataset: Full USPTO retrosynthesis dataset with 1.9M reactions from patents (1976-2016). Task: Predict the reactants needed to synthesize the given product. (1) Given the product [NH2:9][C:7]1[CH:6]=[CH:5][C:4]([S:12]([CH3:15])(=[NH:14])=[O:13])=[C:3]([O:2][CH3:1])[CH:8]=1, predict the reactants needed to synthesize it. The reactants are: [CH3:1][O:2][C:3]1[CH:8]=[C:7]([N+:9]([O-])=O)[CH:6]=[CH:5][C:4]=1[S:12]([CH3:15])(=[NH:14])=[O:13]. (2) Given the product [OH:8][C:9]1[C:14](=[O:15])[N:13]=[C:12]([CH2:16][C:17]2([C:23]3[CH:28]=[CH:27][CH:26]=[CH:25][CH:24]=3)[CH2:18][CH2:19][CH2:20][CH2:21][CH2:22]2)[N:11]2[CH2:29][CH2:30][N:31]([CH:34]([CH3:36])[CH3:35])[C:32](=[O:33])[C:10]=12, predict the reactants needed to synthesize it. The reactants are: C([O:8][C:9]1[C:14](=[O:15])[N:13]=[C:12]([CH2:16][C:17]2([C:23]3[CH:28]=[CH:27][CH:26]=[CH:25][CH:24]=3)[CH2:22][CH2:21][CH2:20][CH2:19][CH2:18]2)[N:11]2[CH2:29][CH2:30][N:31]([CH:34]([CH3:36])[CH3:35])[C:32](=[O:33])[C:10]=12)C1C=CC=CC=1.Cl. (3) Given the product [OH:1][C@:2]1([CH2:9][NH:10][C:11]([C:13]2[C:14]3[CH:15]=[CH:16][C:17]([N:40]4[CH2:41][CH2:42][C@@H:38]([C:35]([OH:34])([CH3:37])[CH3:36])[CH2:39]4)=[N:18][C:19]=3[CH:20]=[CH:21][C:22]=2[Cl:23])=[O:12])[CH2:7][CH2:6][CH2:5][C@@H:4]([CH3:8])[CH2:3]1, predict the reactants needed to synthesize it. The reactants are: [OH:1][C@:2]1([CH2:9][NH:10][C:11]([C:13]2[C:14]3[CH:15]=[CH:16][C:17](Cl)=[N:18][C:19]=3[CH:20]=[CH:21][C:22]=2[Cl:23])=[O:12])[CH2:7][CH2:6][CH2:5][C@@H:4]([CH3:8])[CH2:3]1.CCN(C(C)C)C(C)C.[OH:34][C:35]([C@@H:38]1[CH2:42][CH2:41][NH:40][CH2:39]1)([CH3:37])[CH3:36]. (4) Given the product [Cl:25][C:22]1[CH:23]=[CH:24][C:19]([NH:18][C:4]([C:6]2[CH:11]=[C:10]([C:12]#[N:13])[CH:9]=[C:8]([C:14]([F:15])([F:16])[F:17])[N:7]=2)=[O:5])=[N:20][CH:21]=1, predict the reactants needed to synthesize it. The reactants are: C(O[C:4]([C:6]1[CH:11]=[C:10]([C:12]#[N:13])[CH:9]=[C:8]([C:14]([F:17])([F:16])[F:15])[N:7]=1)=[O:5])C.[NH2:18][C:19]1[CH:24]=[CH:23][C:22]([Cl:25])=[CH:21][N:20]=1. (5) The reactants are: C(=O)([O-])[O-].[K+].[K+].Br[CH2:8][C:9]1[CH:18]=[CH:17][C:12]([C:13](OC)=[O:14])=[CH:11][CH:10]=1.[CH3:19][O:20][C:21]1[CH:22]=[C:23]([OH:27])[CH:24]=[CH:25][CH:26]=1.[OH-].[Li+].Cl.C[N:32](C)[CH2:33][CH2:34]CN=C=NCC.[CH3:42][S:43]([NH2:46])(=[O:45])=[O:44]. Given the product [CH2:33]([NH:32][CH2:18][CH3:9])[CH3:34].[CH3:19][O:20][C:21]1[CH:22]=[C:23]([CH:24]=[CH:25][CH:26]=1)[O:27][CH2:8][C:9]1[CH:18]=[CH:17][C:12]([C:13]([NH:46][S:43]([CH3:42])(=[O:45])=[O:44])=[O:14])=[CH:11][CH:10]=1, predict the reactants needed to synthesize it. (6) Given the product [ClH:1].[ClH:1].[C:15]1([C:21]2[S:22][CH:23]=[C:24]([C:26]([N:28]3[CH2:33][CH2:32][NH:31][CH2:30][CH:29]3[CH2:41][O:42][C:43]3[CH:44]=[N:45][CH:46]=[CH:47][CH:48]=3)=[O:27])[N:25]=2)[CH:16]=[CH:17][CH:18]=[CH:19][CH:20]=1, predict the reactants needed to synthesize it. The reactants are: [ClH:1].O1CCOCC1.OC(C(F)(F)F)=O.[C:15]1([C:21]2[S:22][CH:23]=[C:24]([C:26]([N:28]3[CH2:33][CH2:32][N:31](C(OC(C)(C)C)=O)[CH2:30][CH:29]3[CH2:41][O:42][C:43]3[CH:44]=[N:45][CH:46]=[CH:47][CH:48]=3)=[O:27])[N:25]=2)[CH:20]=[CH:19][CH:18]=[CH:17][CH:16]=1.